Task: Regression. Given two drug SMILES strings and cell line genomic features, predict the synergy score measuring deviation from expected non-interaction effect.. Dataset: NCI-60 drug combinations with 297,098 pairs across 59 cell lines (1) Drug 1: CC1=C(C=C(C=C1)NC(=O)C2=CC=C(C=C2)CN3CCN(CC3)C)NC4=NC=CC(=N4)C5=CN=CC=C5. Drug 2: CN(C(=O)NC(C=O)C(C(C(CO)O)O)O)N=O. Cell line: OVCAR-8. Synergy scores: CSS=-9.74, Synergy_ZIP=7.12, Synergy_Bliss=5.35, Synergy_Loewe=-6.13, Synergy_HSA=-5.43. (2) Drug 1: C1CCC(CC1)NC(=O)N(CCCl)N=O. Drug 2: C#CCC(CC1=CN=C2C(=N1)C(=NC(=N2)N)N)C3=CC=C(C=C3)C(=O)NC(CCC(=O)O)C(=O)O. Cell line: ACHN. Synergy scores: CSS=7.45, Synergy_ZIP=-5.68, Synergy_Bliss=-7.31, Synergy_Loewe=-9.32, Synergy_HSA=-7.99. (3) Drug 1: CCC1(CC2CC(C3=C(CCN(C2)C1)C4=CC=CC=C4N3)(C5=C(C=C6C(=C5)C78CCN9C7C(C=CC9)(C(C(C8N6C)(C(=O)OC)O)OC(=O)C)CC)OC)C(=O)OC)O.OS(=O)(=O)O. Drug 2: CN1C2=C(C=C(C=C2)N(CCCl)CCCl)N=C1CCCC(=O)O.Cl. Cell line: HT29. Synergy scores: CSS=61.3, Synergy_ZIP=-1.71, Synergy_Bliss=-1.25, Synergy_Loewe=-64.3, Synergy_HSA=-0.607.